This data is from Peptide-MHC class I binding affinity with 185,985 pairs from IEDB/IMGT. The task is: Regression. Given a peptide amino acid sequence and an MHC pseudo amino acid sequence, predict their binding affinity value. This is MHC class I binding data. The peptide sequence is SSDDIPPRW. The MHC is HLA-B15:09 with pseudo-sequence HLA-B15:09. The binding affinity (normalized) is 0.0847.